This data is from Cav3 T-type calcium channel HTS with 100,875 compounds. The task is: Binary Classification. Given a drug SMILES string, predict its activity (active/inactive) in a high-throughput screening assay against a specified biological target. (1) The compound is O=C1C2(CN3CC1(CN(C2)C3c1cc2OCOc2cc1)C)C. The result is 0 (inactive). (2) The compound is Clc1ccc(S(=O)(=O)c2cc(S(=O)(=O)N3CCN(CC3)C)ccc2)cc1. The result is 0 (inactive). (3) The drug is FC(F)(F)C(Nc1noc(c1)C)(NC(OCC)=O)C(F)(F)F. The result is 0 (inactive). (4) The compound is s1c(NC(=O)CCC(=O)N(c2cc3OCCOc3cc2)CC(=O)NCc2occc2)ncc1. The result is 0 (inactive). (5) The compound is S=c1n(n(c(c1)C)C)c1ccccc1. The result is 0 (inactive). (6) The compound is O(C(=O)C1=CN(C2CC2)C=C(C1c1ccc(cc1)C(OC)=O)C(OC)=O)C. The result is 0 (inactive).